From a dataset of Full USPTO retrosynthesis dataset with 1.9M reactions from patents (1976-2016). Predict the reactants needed to synthesize the given product. (1) The reactants are: [NH2:1][C:2]1[CH:7]=[CH:6][CH:5]=[CH:4][CH:3]=1.Br[C:9]1[CH:18]=[C:17]2[C:12]([CH2:13][N:14]([CH2:20][C:21]3[C:26]([O:27][CH3:28])=[CH:25][CH:24]=[CH:23][C:22]=3[O:29][CH3:30])[C:15]([NH2:19])=[N:16]2)=[CH:11][CH:10]=1.C([O:33]CC)C. Given the product [C:26]([O-:27])(=[O:33])[CH3:21].[NH:1]([C:9]1[CH:18]=[C:17]2[C:12]([CH2:13][N:14]([CH2:20][C:21]3[C:22]([O:29][CH3:30])=[CH:23][CH:24]=[CH:25][C:26]=3[O:27][CH3:28])[C:15]([NH3+:19])=[N:16]2)=[CH:11][CH:10]=1)[C:2]1[CH:7]=[CH:6][CH:5]=[CH:4][CH:3]=1, predict the reactants needed to synthesize it. (2) Given the product [CH3:23][C:21](=[CH2:22])[C:20]([O:19][CH:7]([CH:1]1[CH2:2][CH2:3][CH2:4][CH2:5][CH2:6]1)[CH2:8][C:9]([OH:14])([C:15]([F:16])([F:17])[F:18])[C:10]([F:13])([F:12])[F:11])=[O:24], predict the reactants needed to synthesize it. The reactants are: [CH:1]1([CH:7]([OH:19])[CH2:8][C:9]([C:15]([F:18])([F:17])[F:16])([OH:14])[C:10]([F:13])([F:12])[F:11])[CH2:6][CH2:5][CH2:4][CH2:3][CH2:2]1.[C:20](O[C:20](=[O:24])[C:21]([CH3:23])=[CH2:22])(=[O:24])[C:21]([CH3:23])=[CH2:22].FC(F)(F)S(O)(=O)=O.COC1C=CC2SC3C(=CC=CC=3)NC=2C=1. (3) The reactants are: [NH2:1][CH:2]([CH2:12][C:13]1[CH:18]=[CH:17][C:16]([C:19]([F:22])([F:21])[F:20])=[C:15]([F:23])[CH:14]=1)[CH:3]([C:5]1[CH:10]=[CH:9][C:8]([F:11])=[CH:7][CH:6]=1)[OH:4].[C:24]1([CH2:30][CH2:31][C:32](Cl)=[O:33])[CH:29]=[CH:28][CH:27]=[CH:26][CH:25]=1.C(=O)([O-])O.[Na+]. Given the product [F:11][C:8]1[CH:9]=[CH:10][C:5]([CH:3]([OH:4])[CH:2]([NH:1][C:32](=[O:33])[CH2:31][CH2:30][C:24]2[CH:29]=[CH:28][CH:27]=[CH:26][CH:25]=2)[CH2:12][C:13]2[CH:18]=[CH:17][C:16]([C:19]([F:22])([F:20])[F:21])=[C:15]([F:23])[CH:14]=2)=[CH:6][CH:7]=1, predict the reactants needed to synthesize it.